Task: Predict the product of the given reaction.. Dataset: Forward reaction prediction with 1.9M reactions from USPTO patents (1976-2016) (1) Given the reactants [CH2:1]([S:8]([NH:11][C:12]([CH:14]1[CH2:19][CH2:18][NH:17][CH2:16][CH2:15]1)=[O:13])(=[O:10])=[O:9])[C:2]1[CH:7]=[CH:6][CH:5]=[CH:4][CH:3]=1.[C:20]([C:22]1[C:23](OS(C)(=O)=O)=[N:24][C:25]([CH2:33][O:34][CH2:35][C:36]2[CH:41]=[CH:40][C:39]([O:42][CH3:43])=[C:38]([O:44][CH3:45])[CH:37]=2)=[C:26]([CH:32]=1)[C:27]([O:29][CH2:30][CH3:31])=[O:28])#[N:21].Cl, predict the reaction product. The product is: [CH2:1]([S:8]([NH:11][C:12]([CH:14]1[CH2:19][CH2:18][N:17]([C:23]2[C:22]([C:20]#[N:21])=[CH:32][C:26]([C:27]([O:29][CH2:30][CH3:31])=[O:28])=[C:25]([CH2:33][O:34][CH2:35][C:36]3[CH:41]=[CH:40][C:39]([O:42][CH3:43])=[C:38]([O:44][CH3:45])[CH:37]=3)[N:24]=2)[CH2:16][CH2:15]1)=[O:13])(=[O:9])=[O:10])[C:2]1[CH:3]=[CH:4][CH:5]=[CH:6][CH:7]=1. (2) The product is: [CH:1]1[C:10]2[C:5](=[C:6]([C:11]3[CH:12]=[C:13]4[C:18](=[CH:19][CH:20]=3)[C:17]([C:21]([NH2:26])=[O:22])=[CH:16][CH:15]=[CH:14]4)[CH:7]=[CH:8][CH:9]=2)[CH:4]=[CH:3][N:2]=1. Given the reactants [CH:1]1[C:10]2[C:5](=[C:6]([C:11]3[CH:12]=[C:13]4[C:18](=[CH:19][CH:20]=3)[C:17]([C:21](O)=[O:22])=[CH:16][CH:15]=[CH:14]4)[CH:7]=[CH:8][CH:9]=2)[CH:4]=[CH:3][N:2]=1.[Cl-].C[N:26](C=O)C, predict the reaction product.